Dataset: Peptide-MHC class I binding affinity with 185,985 pairs from IEDB/IMGT. Task: Regression. Given a peptide amino acid sequence and an MHC pseudo amino acid sequence, predict their binding affinity value. This is MHC class I binding data. (1) The peptide sequence is EIPGSPGSY. The MHC is HLA-B35:01 with pseudo-sequence HLA-B35:01. The binding affinity (normalized) is 0.0847. (2) The peptide sequence is VLAGYGAGI. The MHC is HLA-A02:06 with pseudo-sequence HLA-A02:06. The binding affinity (normalized) is 0.277. (3) The peptide sequence is ISLWGSLLK. The MHC is HLA-A25:01 with pseudo-sequence HLA-A25:01. The binding affinity (normalized) is 0.0847. (4) The peptide sequence is AQRELFFTL. The MHC is HLA-A02:01 with pseudo-sequence HLA-A02:01. The binding affinity (normalized) is 0.338. (5) The peptide sequence is YCPGTTVTL. The MHC is HLA-A03:01 with pseudo-sequence HLA-A03:01. The binding affinity (normalized) is 0.0847. (6) The peptide sequence is RVFGFRTAK. The MHC is HLA-B46:01 with pseudo-sequence HLA-B46:01. The binding affinity (normalized) is 0.0847. (7) The peptide sequence is VPAAIMMIL. The MHC is HLA-B53:01 with pseudo-sequence HLA-B53:01. The binding affinity (normalized) is 0.0879. (8) The peptide sequence is HYFQTRHYL. The MHC is Patr-A0701 with pseudo-sequence Patr-A0701. The binding affinity (normalized) is 0.430.